This data is from Forward reaction prediction with 1.9M reactions from USPTO patents (1976-2016). The task is: Predict the product of the given reaction. Given the reactants [C:1](Cl)(=[O:3])[CH3:2].[NH2:5][C:6]1[N:11]=[C:10]([O:12][C:13]2[CH:18]=[CH:17][C:16]([NH:19][C:20]([NH:22][C:23]3[CH:28]=[CH:27][C:26]([CH2:29][N:30]4[CH2:35][CH2:34][N:33]([CH3:36])[CH2:32][CH2:31]4)=[C:25]([C:37]([F:40])([F:39])[F:38])[CH:24]=3)=[O:21])=[CH:15][CH:14]=2)[CH:9]=[CH:8][N:7]=1, predict the reaction product. The product is: [C:1]([NH:5][C:6]1[N:11]=[C:10]([O:12][C:13]2[CH:14]=[CH:15][C:16]([NH:19][C:20]([NH:22][C:23]3[CH:28]=[CH:27][C:26]([CH2:29][N:30]4[CH2:31][CH2:32][N:33]([CH3:36])[CH2:34][CH2:35]4)=[C:25]([C:37]([F:40])([F:39])[F:38])[CH:24]=3)=[O:21])=[CH:17][CH:18]=2)[CH:9]=[CH:8][N:7]=1)(=[O:3])[CH3:2].